The task is: Predict the reaction yield, written as a fraction of the theoretical maximum amount of product (1.0 means a 100% yield; for example, 0.34 means a 34% yield).. This data is from Reaction yield outcomes from USPTO patents with 853,638 reactions. (1) The reactants are [CH2:1]([O:8][C:9]1[CH:10]=[CH:11][CH:12]=[C:13]2[C:17]=1[NH:16][CH:15]=[CH:14]2)[C:2]1[CH:7]=[CH:6][CH:5]=[CH:4][CH:3]=1.C([Mg]Br)C.[CH3:22][C:23]1([CH3:31])[C:25]([CH3:27])([CH3:26])[CH:24]1[C:28](Cl)=[O:29]. The catalyst is ClCCl.[Cl-].[Zn+2].[Cl-]. The product is [CH2:1]([O:8][C:9]1[CH:10]=[CH:11][CH:12]=[C:13]2[C:17]=1[NH:16][CH:15]=[C:14]2[C:28]([CH:24]1[C:25]([CH3:27])([CH3:26])[C:23]1([CH3:31])[CH3:22])=[O:29])[C:2]1[CH:7]=[CH:6][CH:5]=[CH:4][CH:3]=1. The yield is 0.400. (2) The catalyst is C(O)(C)C.C(O)C.[Ni](I)I. The yield is 0.650. The product is [CH3:12][C:5]1[CH:4]=[C:3]([CH:8]=[CH:7][C:6]=1[CH:16]1[CH2:15][O:20][CH2:17]1)[C:1]#[N:2]. The reactants are [C:1]([C:3]1[CH:8]=[CH:7][C:6](B(O)O)=[C:5]([CH3:12])[CH:4]=1)#[N:2].N[C@H]1CC[CH2:17][CH2:16][C@@H:15]1[OH:20].C[Si]([N-][Si](C)(C)C)(C)C.[Na+].IC1COC1. (3) The reactants are [CH3:1][S:2]([C:5]1[CH:10]=[CH:9][C:8]([C:11](=[O:13])[CH3:12])=[CH:7][CH:6]=1)(=[O:4])=[O:3].ClC1C=C(C2O[N:25]=[C:24]([C:27]([OH:29])=[O:28])C=2)C=CC=1F. No catalyst specified. The product is [CH3:1][S:2]([C:5]1[CH:10]=[CH:9][C:8]([C:11]2[O:13][N:25]=[C:24]([C:27]([OH:29])=[O:28])[CH:12]=2)=[CH:7][CH:6]=1)(=[O:3])=[O:4]. The yield is 0.300.